Dataset: Full USPTO retrosynthesis dataset with 1.9M reactions from patents (1976-2016). Task: Predict the reactants needed to synthesize the given product. (1) The reactants are: [C:1]([O:5][C:6]([N:8]1[CH2:13][CH2:12][CH2:11][CH:10]([O:14][C:15]2[CH:20]=[CH:19][C:18]([NH2:21])=[CH:17][CH:16]=2)[CH2:9]1)=[O:7])([CH3:4])(C)C.[NH2:22][C:23]1[C:28]([C:29]([C:31]2[CH:36]=[C:35]([F:37])[CH:34]=[CH:33][C:32]=2[O:38][CH3:39])=[O:30])=[CH:27][N:26]=[C:25](S(CC)(=O)=O)[N:24]=1. Given the product [CH2:1]([O:5][C:6]([N:8]1[CH2:13][CH2:12][CH2:11][CH:10]([O:14][C:15]2[CH:20]=[CH:19][C:18]([NH:21][C:25]3[N:24]=[C:23]([NH2:22])[C:28]([C:29](=[O:30])[C:31]4[CH:36]=[C:35]([F:37])[CH:34]=[CH:33][C:32]=4[O:38][CH3:39])=[CH:27][N:26]=3)=[CH:17][CH:16]=2)[CH2:9]1)=[O:7])[CH3:4], predict the reactants needed to synthesize it. (2) Given the product [C:11]([C:15]1[CH:20]=[CH:19][C:18]([C:2]2[CH:7]=[CH:6][C:5]([N+:8]([O-:10])=[O:9])=[CH:4][CH:3]=2)=[CH:17][CH:16]=1)([CH3:14])([CH3:13])[CH3:12], predict the reactants needed to synthesize it. The reactants are: Br[C:2]1[CH:7]=[CH:6][C:5]([N+:8]([O-:10])=[O:9])=[CH:4][CH:3]=1.[C:11]([C:15]1[CH:20]=[CH:19][C:18](B(O)O)=[CH:17][CH:16]=1)([CH3:14])([CH3:13])[CH3:12].[F-].[K+]. (3) Given the product [Cl:8][C:5]1[N:4]=[CH:3][C:2]([NH:1][CH3:12])=[CH:7][CH:6]=1, predict the reactants needed to synthesize it. The reactants are: [NH2:1][C:2]1[CH:3]=[N:4][C:5]([Cl:8])=[CH:6][CH:7]=1.[H-].[Na+].I[CH3:12]. (4) Given the product [C:23]([O:1][C:2]1[CH:9]=[CH:8][C:7]([S:10][CH3:11])=[CH:6][C:3]=1/[CH:4]=[CH:12]/[C:13]1[CH:22]=[CH:21][C:16]([C:17]([O:19][CH3:20])=[O:18])=[CH:15][N:14]=1)(=[O:25])[CH3:24], predict the reactants needed to synthesize it. The reactants are: [OH:1][C:2]1[CH:9]=[CH:8][C:7]([S:10][CH3:11])=[CH:6][C:3]=1[CH:4]=O.[CH3:12][C:13]1[CH:22]=[CH:21][C:16]([C:17]([O:19][CH3:20])=[O:18])=[CH:15][N:14]=1.[C:23](O)(=[O:25])[CH3:24].O. (5) Given the product [Cl:1][C:2]1[C:10]2[N:9]=[C:8]([O:11][C:12]3[C:17]([CH3:18])=[CH:16][C:15]([Cl:19])=[CH:14][C:13]=3[Cl:20])[N:7]([CH3:21])[C:6]=2[C:5]([CH:22]([CH2:25][CH3:26])[CH:23]=[CH2:27])=[CH:4][CH:3]=1, predict the reactants needed to synthesize it. The reactants are: [Cl:1][C:2]1[C:10]2[N:9]=[C:8]([O:11][C:12]3[C:17]([CH3:18])=[CH:16][C:15]([Cl:19])=[CH:14][C:13]=3[Cl:20])[N:7]([CH3:21])[C:6]=2[C:5]([CH:22]([CH2:25][CH3:26])[CH:23]=O)=[CH:4][CH:3]=1.[C:27](=O)([O-])O.[Na+]. (6) Given the product [F:34][C:16]1[CH:17]=[C:18]([NH:21][C:22]([NH:24][C:25](=[O:33])[CH2:26][C:27]2[CH:28]=[CH:29][CH:30]=[CH:31][CH:32]=2)=[S:23])[CH:19]=[CH:20][C:15]=1[O:14][C:11]1[CH:10]=[CH:9][N:8]=[C:7]2[CH:6]=[C:5]([C:3]([NH:2][CH2:1][CH2:38][N:39]([CH3:47])[C:40](=[O:46])[O:41][C:42]([CH3:45])([CH3:44])[CH3:43])=[O:4])[S:13][C:12]=12, predict the reactants needed to synthesize it. The reactants are: [CH3:1][N:2](C)[C:3]([C:5]1[S:13][C:12]2[C:7](=[N:8][CH:9]=[CH:10][C:11]=2[O:14][C:15]2[CH:20]=[CH:19][C:18]([NH:21][C:22]([NH:24][C:25](=[O:33])[CH2:26][C:27]3[CH:32]=[CH:31][CH:30]=[CH:29][CH:28]=3)=[S:23])=[CH:17][C:16]=2[F:34])[CH:6]=1)=[O:4].NC[CH2:38][N:39]([CH3:47])[C:40](=[O:46])[O:41][C:42]([CH3:45])([CH3:44])[CH3:43]. (7) Given the product [CH3:12][C:13]1[O:11][C:3]2[CH:4]=[C:5]([C:6]([OH:8])=[O:7])[CH:9]=[CH:10][C:2]=2[N:1]=1, predict the reactants needed to synthesize it. The reactants are: [NH2:1][C:2]1[CH:10]=[CH:9][C:5]([C:6]([OH:8])=[O:7])=[CH:4][C:3]=1[OH:11].[C:12](OC)(OC)(OC)[CH3:13]. (8) Given the product [Cl:1][C:2]1[CH:3]=[CH:4][C:5]([C:8]2[C:12]([C:13]3[CH:18]=[CH:17][N:16]=[C:15]([NH:19][C:20]4[CH:27]=[CH:26][C:23]([C:24]5[NH:30][N:29]=[N:28][N:25]=5)=[CH:22][CH:21]=4)[N:14]=3)=[CH:11][NH:10][N:9]=2)=[CH:6][CH:7]=1, predict the reactants needed to synthesize it. The reactants are: [Cl:1][C:2]1[CH:7]=[CH:6][C:5]([C:8]2[C:12]([C:13]3[CH:18]=[CH:17][N:16]=[C:15]([NH:19][C:20]4[CH:27]=[CH:26][C:23]([C:24]#[N:25])=[CH:22][CH:21]=4)[N:14]=3)=[CH:11][NH:10][N:9]=2)=[CH:4][CH:3]=1.[N:28]([Sn](CCCC)(CCCC)CCCC)=[N+:29]=[N-:30]. (9) Given the product [CH3:1][NH:2][CH2:14][CH2:13][C:12]([C:9]1[CH:8]=[N:7][C:6]([CH3:5])=[CH:11][N:10]=1)=[O:15], predict the reactants needed to synthesize it. The reactants are: [CH3:1][NH2:2].CO.[CH3:5][C:6]1[N:7]=[CH:8][C:9]([C:12](=[O:15])[CH:13]=[CH2:14])=[N:10][CH:11]=1.